This data is from Forward reaction prediction with 1.9M reactions from USPTO patents (1976-2016). The task is: Predict the product of the given reaction. (1) Given the reactants [H-].[Al+3].[Li+].[H-].[H-].[H-].[CH2:7]([C:9]1[C:17]2[N:16]3[C@H:18]([CH3:23])[CH2:19][NH:20][C:21](=O)[C@@H:15]3[CH2:14][C:13]=2[CH:12]=[CH:11][CH:10]=1)[CH3:8], predict the reaction product. The product is: [CH2:7]([C:9]1[C:17]2[N:16]3[C@H:18]([CH3:23])[CH2:19][NH:20][CH2:21][C@@H:15]3[CH2:14][C:13]=2[CH:12]=[CH:11][CH:10]=1)[CH3:8]. (2) Given the reactants [F:1][C:2]([F:7])([F:6])[C:3]([O-:5])=[O:4].[C:8]([C:11]1[S:18][C:17]2[C:16]([CH:19]3[CH2:24][CH2:23][CH2:22][CH2:21][CH2:20]3)=[C:15]([C:25]3[CH:30]=[CH:29][CH:28]=[CH:27][CH:26]=3)[N:14](COC)[C:13]=2[C:12]=1[CH2:34][NH2+:35][CH2:36]C1CCS(=O)(=O)C1)([OH:10])=[O:9].C1(C2C3SC(C(O)=O)=C(C=O)C=3N(COC)C=2C2C=CC=CC=2)CCCCC1.CNC.C(O[BH-](OC(=O)C)OC(=O)C)(=O)C.[Na+].Cl, predict the reaction product. The product is: [CH:19]1([C:16]2[C:17]3[S:18][C:11]([C:8]([OH:10])=[O:9])=[C:12]([CH2:34][N:35]([CH3:2])[CH3:36])[C:13]=3[NH:14][C:15]=2[C:25]2[CH:30]=[CH:29][CH:28]=[CH:27][CH:26]=2)[CH2:20][CH2:21][CH2:22][CH2:23][CH2:24]1.[C:3]([OH:5])([C:2]([F:7])([F:6])[F:1])=[O:4]. (3) Given the reactants [CH2:1]([N:8]1[CH2:13][C:12](=O)[NH:11][C@H:10]([CH2:15][C:16]2[CH:17]=[N:18][CH:19]=[CH:20][CH:21]=2)[C:9]1=O)[C:2]1[CH:7]=[CH:6][CH:5]=[CH:4][CH:3]=1.B.C1COCC1.O, predict the reaction product. The product is: [CH2:1]([N:8]1[CH2:13][CH2:12][NH:11][C@H:10]([CH2:15][C:16]2[CH:17]=[N:18][CH:19]=[CH:20][CH:21]=2)[CH2:9]1)[C:2]1[CH:3]=[CH:4][CH:5]=[CH:6][CH:7]=1. (4) Given the reactants FC(F)(F)C([O-])=O.[F:8][C:9]1[CH:14]=[CH:13][C:12]([C:15]2[S:16][C:17]([C:30]3[CH:35]=[CH:34][C:33]([CH:36]4[CH2:39][NH2+:38][CH2:37]4)=[CH:32][CH:31]=3)=[C:18]([C@@H:20]3[CH2:25][CH2:24][CH2:23][CH2:22][C@H:21]3[C:26]([O:28][CH3:29])=[O:27])[N:19]=2)=[CH:11][CH:10]=1.C(N(CC)CC)C.[C:47](Cl)(=[O:52])[O:48][CH:49]([CH3:51])[CH3:50], predict the reaction product. The product is: [F:8][C:9]1[CH:14]=[CH:13][C:12]([C:15]2[S:16][C:17]([C:30]3[CH:31]=[CH:32][C:33]([CH:36]4[CH2:37][N:38]([C:47]([O:48][CH:49]([CH3:51])[CH3:50])=[O:52])[CH2:39]4)=[CH:34][CH:35]=3)=[C:18]([C@@H:20]3[CH2:25][CH2:24][CH2:23][CH2:22][C@H:21]3[C:26]([O:28][CH3:29])=[O:27])[N:19]=2)=[CH:11][CH:10]=1. (5) Given the reactants [F:1][C:2]1[CH:30]=[C:29]([F:31])[CH:28]=[CH:27][C:3]=1[O:4][C:5]1[C:6]([C:15]2[C:24]3[C:19](=[CH:20][CH:21]=[CH:22][CH:23]=3)[C:18](=[O:25])[N:17]([CH3:26])[CH:16]=2)=[N:7][C:8](S(C)(=O)=O)=[N:9][CH:10]=1.[O:32]=[S:33]1(=[O:38])[CH2:37][CH2:36][CH2:35][NH:34]1, predict the reaction product. The product is: [F:1][C:2]1[CH:30]=[C:29]([F:31])[CH:28]=[CH:27][C:3]=1[O:4][C:5]1[C:6]([C:15]2[C:24]3[C:19](=[CH:20][CH:21]=[CH:22][CH:23]=3)[C:18](=[O:25])[N:17]([CH3:26])[CH:16]=2)=[N:7][C:8]([N:34]2[CH2:35][CH2:36][CH2:37][S:33]2(=[O:38])=[O:32])=[N:9][CH:10]=1.